This data is from Catalyst prediction with 721,799 reactions and 888 catalyst types from USPTO. The task is: Predict which catalyst facilitates the given reaction. (1) Reactant: C([O-])(=O)C.[Na+].[O:6]1[C:10]2([CH2:15][CH2:14][N:13]([C:16]3[CH:23]=[CH:22][C:19]([CH:20]=O)=[CH:18][CH:17]=3)[CH2:12][CH2:11]2)[O:9][CH2:8][CH2:7]1.Cl.[NH2:25][OH:26].C(O)C. Product: [O:6]1[C:10]2([CH2:15][CH2:14][N:13]([C:16]3[CH:23]=[CH:22][C:19]([CH:20]=[N:25][OH:26])=[CH:18][CH:17]=3)[CH2:12][CH2:11]2)[O:9][CH2:8][CH2:7]1. The catalyst class is: 6. (2) Reactant: [CH2:1]([C:8]1[CH:24]=[CH:23][C:11]([CH2:12][N:13]2[CH:18]=[CH:17][CH:16]=[C:15]([C:19](O)=[O:20])[C:14]2=[O:22])=[CH:10][CH:9]=1)[C:2]1[CH:7]=[CH:6][CH:5]=[CH:4][CH:3]=1.[NH2:25][C@@H:26]([CH2:34][CH2:35][CH2:36][NH:37][C:38]([NH:40][S:41]([C:44]1[C:45]([CH3:58])=[C:46]2[C:51](=[C:52]([CH3:55])[C:53]=1[CH3:54])[O:50][C:49]([CH3:57])([CH3:56])[CH2:48][CH2:47]2)(=[O:43])=[O:42])=[NH:39])[C:27]([O:29][C:30]([CH3:33])([CH3:32])[CH3:31])=[O:28].CN(C(ON1N=NC2C=CC=CC1=2)=[N+](C)C)C.F[P-](F)(F)(F)(F)F.CCN(C(C)C)C(C)C. The catalyst class is: 3. Product: [CH2:1]([C:8]1[CH:24]=[CH:23][C:11]([CH2:12][N:13]2[CH:18]=[CH:17][CH:16]=[C:15]([C:19]([NH:25][C@@H:26]([CH2:34][CH2:35][CH2:36][NH:37][C:38]([NH:40][S:41]([C:44]3[C:45]([CH3:58])=[C:46]4[C:51](=[C:52]([CH3:55])[C:53]=3[CH3:54])[O:50][C:49]([CH3:57])([CH3:56])[CH2:48][CH2:47]4)(=[O:42])=[O:43])=[NH:39])[C:27]([O:29][C:30]([CH3:31])([CH3:32])[CH3:33])=[O:28])=[O:20])[C:14]2=[O:22])=[CH:10][CH:9]=1)[C:2]1[CH:3]=[CH:4][CH:5]=[CH:6][CH:7]=1. (3) Reactant: [NH2:1][C:2]([NH:4][C:5]1[C:6]([C:17]([NH2:19])=[O:18])=[N:7][N:8]([C:10]2[CH:15]=[CH:14][C:13](I)=[CH:12][CH:11]=2)[CH:9]=1)=[O:3].[SH:20][C:21]1[CH:26]=[CH:25][CH:24]=[CH:23][N:22]=1.C([O-])([O-])=O.[Cs+].[Cs+]. Product: [C:17]([C:6]1[C:5]([NH:4][C:2]([NH2:1])=[O:3])=[CH:9][N:8]([C:10]2[CH:15]=[CH:14][C:13]([S:20][C:21]3[CH:26]=[CH:25][CH:24]=[CH:23][N:22]=3)=[CH:12][CH:11]=2)[N:7]=1)(=[O:18])[NH2:19]. The catalyst class is: 471. (4) Reactant: [CH:1]1[C:10]2[C:5](=[CH:6][CH:7]=[CH:8][CH:9]=2)[CH:4]=[CH:3][C:2]=1[C:11](=O)[CH2:12][CH:13]([C:16]#[N:17])[C:14]#[N:15].C(O)(=O)C.[CH3:23][S-:24].[Na+]. Product: [CH3:23][S:24][C:14]1[NH:15][C:11]([C:2]2[CH:3]=[CH:4][C:5]3[C:10](=[CH:9][CH:8]=[CH:7][CH:6]=3)[CH:1]=2)=[CH:12][C:13]=1[C:16]#[N:17]. The catalyst class is: 5. (5) Reactant: C(OC(N1C(CC)CC(NC2N=CC(Br)=CN=2)CC1[CH2:24][C:25]1[CH:30]=[CH:29][CH:28]=[CH:27][CH:26]=1)=O)(C)(C)C.[H-].[Na+].FC(F)(F)C1C=C(C=C(C(F)(F)F)C=1)CBr.[C:49]([O:53][C:54]([N:56]1[CH:61]([CH2:62][CH3:63])[CH2:60][CH:59]([N:64]([CH2:72][C:73]2[CH:78]=[C:77]([C:79]([F:82])([F:81])[F:80])[CH:76]=[C:75]([C:83]([F:86])([F:85])[F:84])[CH:74]=2)[C:65]2[N:70]=[CH:69][C:68]([Br:71])=[CH:67][N:66]=2)[CH2:58][CH:57]1CC1C=CC=CC=1)=[O:55])([CH3:52])([CH3:51])[CH3:50]. Product: [C:49]([O:53][C:54]([N:56]1[CH2:57][CH2:58][CH:59]([N:64]([CH2:72][C:73]2[CH:78]=[C:77]([C:79]([F:80])([F:82])[F:81])[CH:76]=[C:75]([C:83]([F:84])([F:86])[F:85])[CH:74]=2)[C:65]2[N:70]=[CH:69][C:68]([Br:71])=[CH:67][N:66]=2)[CH2:60][CH:61]1[CH2:62][CH2:63][CH2:24][C:25]1[CH:30]=[CH:29][CH:28]=[CH:27][CH:26]=1)=[O:55])([CH3:52])([CH3:50])[CH3:51]. The catalyst class is: 3. (6) Reactant: [F:1][C:2]1[CH:3]=[CH:4][C:5]([O:19][CH3:20])=[C:6]([C:8]([CH3:18])([CH3:17])[CH2:9][C:10]2([C:13]([F:16])([F:15])[F:14])[CH2:12][O:11]2)[CH:7]=1.[O:21]1[C:26]2[CH:27]=[CH:28][CH:29]=[CH:30][C:25]=2[NH:24][CH2:23][CH2:22]1.C(Cl)[Cl:32]. Product: [ClH:32].[O:21]1[C:26]2[CH:27]=[CH:28][CH:29]=[CH:30][C:25]=2[N:24]([CH2:12][C:10]([OH:11])([CH2:9][C:8]([C:6]2[CH:7]=[C:2]([F:1])[CH:3]=[CH:4][C:5]=2[O:19][CH3:20])([CH3:18])[CH3:17])[C:13]([F:16])([F:15])[F:14])[CH2:23][CH2:22]1. The catalyst class is: 12. (7) Reactant: Cl.N[C:3]1[O:4][C:5]2[C:21]([C:22]([CH3:25])([CH3:24])[CH3:23])=[CH:20][C:19]([C:26]([CH3:29])([CH3:28])[CH3:27])=[CH:18][C:6]=2[C:7]=1[C:8]1[CH:13]=[CH:12][C:11]([O:14][CH3:15])=[C:10]([O:16][CH3:17])[CH:9]=1.C[OH:31]. Product: [C:26]([C:19]1[CH:20]=[C:21]([C:22]([CH3:23])([CH3:24])[CH3:25])[C:5]2[O:4][C:3](=[O:31])[CH:7]([C:8]3[CH:13]=[CH:12][C:11]([O:14][CH3:15])=[C:10]([O:16][CH3:17])[CH:9]=3)[C:6]=2[CH:18]=1)([CH3:28])([CH3:27])[CH3:29]. The catalyst class is: 6. (8) Reactant: [Cl:1][C:2]1[CH:10]=[CH:9][C:8]2[NH:7][C:6]3[CH2:11][CH2:12][N:13]4[CH:17]([C:5]=3[C:4]=2[CH:3]=1)[CH2:16][CH2:15][CH2:14]4.[H-].[Na+].[CH3:20][C:21]1([C:24]2[CH:25]=[N:26][CH:27]=[CH:28][CH:29]=2)[CH2:23][O:22]1. Product: [Cl:1][C:2]1[CH:10]=[CH:9][C:8]2[N:7]([CH2:20][C:21]([C:24]3[CH:25]=[N:26][CH:27]=[CH:28][CH:29]=3)([OH:22])[CH3:23])[C:6]3[CH2:11][CH2:12][N:13]4[CH:17]([C:5]=3[C:4]=2[CH:3]=1)[CH2:16][CH2:15][CH2:14]4. The catalyst class is: 3. (9) Reactant: [Cl:1][C:2]1[CH:3]=[C:4]([N:9]2[C:14](=[O:15])[C:13]([CH2:16][CH2:17][CH:18]([CH3:20])[CH3:19])=[C:12]([C:21]3[CH:26]=[CH:25][C:24]([S:27](C)(=[O:29])=[O:28])=[CH:23][CH:22]=3)[CH:11]=[N:10]2)[CH:5]=[CH:6][C:7]=1[F:8].[NH3:31]. Product: [Cl:1][C:2]1[CH:3]=[C:4]([N:9]2[C:14](=[O:15])[C:13]([CH2:16][CH2:17][CH:18]([CH3:20])[CH3:19])=[C:12]([C:21]3[CH:26]=[CH:25][C:24]([S:27]([NH2:31])(=[O:29])=[O:28])=[CH:23][CH:22]=3)[CH:11]=[N:10]2)[CH:5]=[CH:6][C:7]=1[F:8]. The catalyst class is: 6.